From a dataset of Full USPTO retrosynthesis dataset with 1.9M reactions from patents (1976-2016). Predict the reactants needed to synthesize the given product. (1) Given the product [F:21][C:4]1[CH:5]=[C:6]([N:9]2[CH2:13][C@H:12]([CH2:14][N:15]3[CH:19]=[CH:18][N:17]=[N:16]3)[O:11][C:10]2=[O:20])[CH:7]=[CH:8][C:3]=1[B:27]1[O:31][C:30]([CH3:33])([CH3:32])[C:29]([CH3:35])([CH3:34])[O:28]1, predict the reactants needed to synthesize it. The reactants are: C.Br[C:3]1[CH:8]=[CH:7][C:6]([N:9]2[CH2:13][C@H:12]([CH2:14][N:15]3[CH:19]=[CH:18][N:17]=[N:16]3)[O:11][C:10]2=[O:20])=[CH:5][C:4]=1[F:21].C([O-])(=O)C.[K+].[B:27]1([B:27]2[O:31][C:30]([CH3:33])([CH3:32])[C:29]([CH3:35])([CH3:34])[O:28]2)[O:31][C:30]([CH3:33])([CH3:32])[C:29]([CH3:35])([CH3:34])[O:28]1. (2) Given the product [Cl:14][CH2:15][CH2:16][N:12]1[C:11]2[CH:10]=[CH:9][CH:8]=[CH:7][C:6]=2[C:5]2[C:13]1=[CH:1][CH:2]=[CH:3][CH:4]=2, predict the reactants needed to synthesize it. The reactants are: [CH:1]1[C:13]2[NH:12][C:11]3[C:6](=[CH:7][CH:8]=[CH:9][CH:10]=3)[C:5]=2[CH:4]=[CH:3][CH:2]=1.[Cl:14][CH2:15][CH2:16]OS(C1C=CC(C)=CC=1)(=O)=O.[OH-].[Na+].O. (3) Given the product [CH3:1][O:2][C:3](=[O:15])[C:4]1[CH:9]=[C:8]([F:10])[CH:7]=[C:6]([N+:11]([O-:13])=[O:12])[C:5]=1[CH2:14][Br:16], predict the reactants needed to synthesize it. The reactants are: [CH3:1][O:2][C:3](=[O:15])[C:4]1[CH:9]=[C:8]([F:10])[CH:7]=[C:6]([N+:11]([O-:13])=[O:12])[C:5]=1[CH3:14].[Br:16]N1C(=O)CCC1=O.C1(=O)NC(=O)CC1. (4) Given the product [C:1]([O:5][C:6]([NH:8][C@H:9]([CH2:31][C:32]1[CH:33]=[CH:34][C:35]([Cl:38])=[CH:36][CH:37]=1)[C:10]([N:12]1[CH2:13][CH2:14][N:15]([C:18]2[C:23]([C:24]([OH:26])=[O:25])=[CH:22][N:21]=[C:20]3[NH:28][CH:29]=[CH:30][C:19]=23)[CH2:16][CH2:17]1)=[O:11])=[O:7])([CH3:4])([CH3:2])[CH3:3], predict the reactants needed to synthesize it. The reactants are: [C:1]([O:5][C:6]([NH:8][C@H:9]([CH2:31][C:32]1[CH:37]=[CH:36][C:35]([Cl:38])=[CH:34][CH:33]=1)[C:10]([N:12]1[CH2:17][CH2:16][N:15]([C:18]2[C:23]([C:24]([O:26]C)=[O:25])=[CH:22][N:21]=[C:20]3[NH:28][CH:29]=[CH:30][C:19]=23)[CH2:14][CH2:13]1)=[O:11])=[O:7])([CH3:4])([CH3:3])[CH3:2].C1COCC1.CO.[Li+].[OH-]. (5) Given the product [Cl:1][C:2]1[C:7]([CH2:8][C:9]([NH:15][NH2:16])=[O:11])=[CH:6][CH:5]=[CH:4][N:3]=1, predict the reactants needed to synthesize it. The reactants are: [Cl:1][C:2]1[C:7]([CH2:8][C:9]([O:11]CC)=O)=[CH:6][CH:5]=[CH:4][N:3]=1.O.[NH2:15][NH2:16]. (6) The reactants are: [N+:1]([C:4]1[CH:12]=[C:7]2[CH2:8][NH:9][CH2:10][CH2:11][N:6]2[N:5]=1)([O-:3])=[O:2].[C:13](Cl)(=[O:15])[CH3:14]. Given the product [N+:1]([C:4]1[CH:12]=[C:7]2[CH2:8][N:9]([C:13](=[O:15])[CH3:14])[CH2:10][CH2:11][N:6]2[N:5]=1)([O-:3])=[O:2], predict the reactants needed to synthesize it.